This data is from NCI-60 drug combinations with 297,098 pairs across 59 cell lines. The task is: Regression. Given two drug SMILES strings and cell line genomic features, predict the synergy score measuring deviation from expected non-interaction effect. Drug 1: CC12CCC(CC1=CCC3C2CCC4(C3CC=C4C5=CN=CC=C5)C)O. Drug 2: B(C(CC(C)C)NC(=O)C(CC1=CC=CC=C1)NC(=O)C2=NC=CN=C2)(O)O. Cell line: BT-549. Synergy scores: CSS=4.25, Synergy_ZIP=-1.58, Synergy_Bliss=2.88, Synergy_Loewe=-1.88, Synergy_HSA=1.84.